Predict the product of the given reaction. From a dataset of Forward reaction prediction with 1.9M reactions from USPTO patents (1976-2016). (1) Given the reactants [C:1]([O:5][C:6]([N:8]1[C:16]2[C:11](=[CH:12][C:13]([OH:17])=[CH:14][CH:15]=2)[CH2:10][CH2:9]1)=[O:7])([CH3:4])([CH3:3])[CH3:2].[CH2:18]([N:22]1[CH:26]=[C:25]([CH2:27]O)[C:24]([C:29]([F:32])([F:31])[F:30])=[N:23]1)[CH:19]([CH3:21])[CH3:20].C1(P(C2C=CC=CC=2)C2C=CC=CC=2)C=CC=CC=1.CCOC(/N=N/C(OCC)=O)=O.C(=O)(O)[O-].[Na+], predict the reaction product. The product is: [C:1]([O:5][C:6]([N:8]1[C:16]2[C:11](=[CH:12][C:13]([O:17][CH2:27][C:25]3[C:24]([C:29]([F:32])([F:31])[F:30])=[N:23][N:22]([CH2:18][CH:19]([CH3:21])[CH3:20])[CH:26]=3)=[CH:14][CH:15]=2)[CH2:10][CH2:9]1)=[O:7])([CH3:4])([CH3:2])[CH3:3]. (2) Given the reactants [H-].[Na+].[I-].C[S+](C)C.[CH3:8][O:9][C:10]1[CH:50]=[CH:49][C:13]([CH2:14][N:15]2[C:42](=[O:43])[C:18]3=[C:19]([CH:40]=[O:41])[CH:20]=[C:21]([N:24]([CH2:31][C:32]4[CH:37]=[CH:36][C:35]([O:38][CH3:39])=[CH:34][CH:33]=4)[C:25]4[CH:30]=[CH:29][N:28]=[CH:27][N:26]=4)[C:22](=[O:23])[N:17]3[C:16]32[CH2:48][CH2:47][CH2:46][CH2:45][CH2:44]3)=[CH:12][CH:11]=1.O1CCC[CH2:52]1, predict the reaction product. The product is: [CH3:8][O:9][C:10]1[CH:50]=[CH:49][C:13]([CH2:14][N:15]2[C:42](=[O:43])[C:18]3=[C:19]([CH:40]4[CH2:52][O:41]4)[CH:20]=[C:21]([N:24]([CH2:31][C:32]4[CH:37]=[CH:36][C:35]([O:38][CH3:39])=[CH:34][CH:33]=4)[C:25]4[CH:30]=[CH:29][N:28]=[CH:27][N:26]=4)[C:22](=[O:23])[N:17]3[C:16]32[CH2:48][CH2:47][CH2:46][CH2:45][CH2:44]3)=[CH:12][CH:11]=1.